Task: Predict which catalyst facilitates the given reaction.. Dataset: Catalyst prediction with 721,799 reactions and 888 catalyst types from USPTO Reactant: [Br:1][C:2]1[CH:3]=[C:4]([C:8]#[C:9][CH2:10][CH2:11][OH:12])[CH:5]=[CH:6][CH:7]=1. Product: [Br:1][C:2]1[CH:3]=[C:4]([CH2:8][CH2:9][CH2:10][CH2:11][OH:12])[CH:5]=[CH:6][CH:7]=1. The catalyst class is: 810.